This data is from Catalyst prediction with 721,799 reactions and 888 catalyst types from USPTO. The task is: Predict which catalyst facilitates the given reaction. (1) Reactant: [NH2:1][N:2]1[CH2:7][CH2:6][CH2:5][CH2:4][CH2:3]1.[C:8]([O:12][CH3:13])(=[O:11])[CH:9]=[CH2:10]. Product: [N:2]1([NH:1][CH2:10][CH2:9][C:8]([O:12][CH3:13])=[O:11])[CH2:7][CH2:6][CH2:5][CH2:4][CH2:3]1. The catalyst class is: 5. (2) The catalyst class is: 2. Reactant: C(OC([NH:8][C@H:9]([C:22]([O:24][CH3:25])=[O:23])[CH2:10][C:11]1[C:19]2[C:14](=[CH:15][CH:16]=[CH:17][CH:18]=2)[N:13]([CH:20]=[O:21])[CH:12]=1)=O)(C)(C)C.[ClH:26].O1CCOCC1. Product: [ClH:26].[CH:20]([N:13]1[C:14]2[C:19](=[CH:18][CH:17]=[CH:16][CH:15]=2)[C:11]([CH2:10][C@@H:9]([C:22]([O:24][CH3:25])=[O:23])[NH2:8])=[CH:12]1)=[O:21]. (3) Product: [Cl:1][C:2]1[CH:3]=[C:4]([CH:8]=[CH:9][CH:10]=1)[C:5]([NH:17][C:16]1[CH:18]=[C:19]([O:21][C:22]2[CH:23]=[N:24][CH:25]=[CH:26][CH:27]=2)[CH:20]=[C:14]([N+:11]([O-:13])=[O:12])[CH:15]=1)=[O:6]. Reactant: [Cl:1][C:2]1[CH:3]=[C:4]([CH:8]=[CH:9][CH:10]=1)[C:5](Cl)=[O:6].[N+:11]([C:14]1[CH:15]=[C:16]([CH:18]=[C:19]([O:21][C:22]2[CH:23]=[N:24][CH:25]=[CH:26][CH:27]=2)[CH:20]=1)[NH2:17])([O-:13])=[O:12].O. The catalyst class is: 143. (4) The catalyst class is: 8. Product: [Cl:12][CH2:5][C:4]([O:9][CH3:10])([O:6][CH3:7])[O:3][CH3:1]. Reactant: [CH2:1]([O:3][C:4]([O:9][CH2:10]C)([O:6][CH2:7]C)[CH3:5])C.[Cl:12]Cl. (5) Reactant: [CH:1]([O:4][C:5]1[CH:6]=[C:7]([C:11]23[CH2:30][CH:15]([CH2:16][CH:17]([N:19]4C(=O)C5C(=CC=CC=5)C4=O)[CH2:18]2)[N:14]([CH2:31][CH2:32][CH2:33][C:34]2[CH:39]=[CH:38][CH:37]=[CH:36][CH:35]=2)[CH2:13][CH:12]3[CH3:40])[CH:8]=[CH:9][CH:10]=1)([CH3:3])[CH3:2].NN. Product: [CH:1]([O:4][C:5]1[CH:6]=[C:7]([C:11]23[CH2:30][CH:15]([CH2:16][CH:17]([NH2:19])[CH2:18]2)[N:14]([CH2:31][CH2:32][CH2:33][C:34]2[CH:35]=[CH:36][CH:37]=[CH:38][CH:39]=2)[CH2:13][CH:12]3[CH3:40])[CH:8]=[CH:9][CH:10]=1)([CH3:3])[CH3:2]. The catalyst class is: 8. (6) Reactant: Br[CH2:2][C:3]([O:5][CH3:6])=[O:4].[F:7][C:8]([F:40])([F:39])[C:9]1[CH:10]=[C:11]([NH:15][C:16]([N:18]2[C:26]3[C:21](=[CH:22][C:23]([O:27][C:28]4[C:29]5[CH2:37][CH:36]([CH3:38])[NH:35][CH2:34][C:30]=5[N:31]=[CH:32][N:33]=4)=[CH:24][CH:25]=3)[CH:20]=[CH:19]2)=[O:17])[CH:12]=[CH:13][CH:14]=1. Product: [CH3:6][O:5][C:3](=[O:4])[CH2:2][N:35]1[CH:36]([CH3:38])[CH2:37][C:29]2[C:28]([O:27][C:23]3[CH:22]=[C:21]4[C:26](=[CH:25][CH:24]=3)[N:18]([C:16](=[O:17])[NH:15][C:11]3[CH:12]=[CH:13][CH:14]=[C:9]([C:8]([F:7])([F:39])[F:40])[CH:10]=3)[CH:19]=[CH:20]4)=[N:33][CH:32]=[N:31][C:30]=2[CH2:34]1. The catalyst class is: 10. (7) Reactant: [NH2:1][C:2]1[C:3]([O:13][CH3:14])=[C:4]([C:10](=[O:12])[CH3:11])[CH:5]=[C:6]([Cl:9])[C:7]=1[CH3:8].Cl[CH2:16][CH2:17][CH2:18][C:19](Cl)=[O:20].CC(C)([O-])C.[K+]. Product: [C:10]([C:4]1[C:3]([O:13][CH3:14])=[C:2]([N:1]2[CH2:16][CH2:17][CH2:18][C:19]2=[O:20])[C:7]([CH3:8])=[C:6]([Cl:9])[CH:5]=1)(=[O:12])[CH3:11]. The catalyst class is: 367. (8) Reactant: [CH3:1][C:2]1[C:10]2[C:9]([OH:11])=[CH:8][CH:7]=[CH:6][C:5]=2[NH:4][N:3]=1.N1C=CN=C1.[C:17]([Si:21]([CH3:24])([CH3:23])Cl)([CH3:20])([CH3:19])[CH3:18].O. Product: [C:17]([Si:21]([CH3:24])([CH3:23])[O:11][C:9]1[CH:8]=[CH:7][CH:6]=[C:5]2[C:10]=1[C:2]([CH3:1])=[N:3][NH:4]2)([CH3:20])([CH3:19])[CH3:18]. The catalyst class is: 9. (9) The catalyst class is: 47. Product: [Cl:24][C:25]1[CH:30]=[CH:29][C:28]2[N:27]([C:2]([NH:1][C:4]3[CH:5]=[N:6][CH:7]=[CH:8][C:9]=3[N:10]3[CH2:15][CH2:14][CH2:13][C@H:12]([NH:16][C:17](=[O:23])[O:18][C:19]([CH3:22])([CH3:21])[CH3:20])[CH2:11]3)=[N:32][N:31]=2)[N:26]=1. Reactant: [N:1]([C:4]1[CH:5]=[N:6][CH:7]=[CH:8][C:9]=1[N:10]1[CH2:15][CH2:14][CH2:13][C@H:12]([NH:16][C:17](=[O:23])[O:18][C:19]([CH3:22])([CH3:21])[CH3:20])[CH2:11]1)=[C:2]=S.[Cl:24][C:25]1[N:26]=[N:27][C:28]([NH:31][NH2:32])=[CH:29][CH:30]=1.C1CCC(N=C=NC2CCCCC2)CC1.